Dataset: HIV replication inhibition screening data with 41,000+ compounds from the AIDS Antiviral Screen. Task: Binary Classification. Given a drug SMILES string, predict its activity (active/inactive) in a high-throughput screening assay against a specified biological target. (1) The molecule is Oc1nnc(O)c2nc(Nc3ccco3)ncc12. The result is 0 (inactive). (2) The compound is CCOC(=O)C(=O)Nc1ccccc1CC. The result is 0 (inactive).